From a dataset of Antibody developability classification from SAbDab with 2,409 antibodies. Regression/Classification. Given an antibody's heavy chain and light chain sequences, predict its developability. TAP uses regression for 5 developability metrics; SAbDab uses binary classification. (1) The antibody is ['3ze0', 'PROT_98C4C262']. Result: 0 (not developable). (2) The antibody is ['QVQLQQSGPELVRPGASVKISCKASGYTFTDYYINWVKQRPGQGLEWIGWIFPRNGNTKYNEKFKGKATLTVDKSSSTAFMQLSSLTSEDSAVYFCATTVSYVMDYWGQGTTVTVSS', 'DIVMTQAAFSNPVTLGTSASISCRSSKSLLHSNGITYLYWYLQRPGQSPQLLIYRMSNLASGVPDRFSGSGSGTDFALRISRVEAEDVGVYYCGQMLEHPLTFGTGTKLELK']. Result: 0 (not developable). (3) The antibody is ['EVTLKESGPVLVKPTETLTLTCTVSGFSLSTYGMGVGWIRQPPGKALEWLAHIWWDDVKRYNPALKSRLTISKDTSKSQVVLTMTNMDPVDTATYYCARMGSDYDVWFDYWGQGTLVTVSS', 'EIVLTQSPATLSLSPGERATLSCRASKSISKYLAWYQQKPGQAPRLLIYSGSTLQSGIPARFSGSGSGTDFTLTISSLEPEDFAVYYCQQHNEYPYTFGQGTKLEIK']. Result: 0 (not developable).